This data is from Forward reaction prediction with 1.9M reactions from USPTO patents (1976-2016). The task is: Predict the product of the given reaction. (1) Given the reactants Br[C:2]1[CH:24]=[CH:23][CH:22]=[CH:21][C:3]=1[CH2:4][N:5]1[C:10]2[C:11]3[CH:17]=[CH:16][CH:15]=[CH:14][C:12]=3[O:13][C:9]=2[C:8](=[O:18])[N:7]([OH:19])[C:6]1=[O:20].[CH2:25]1[O:33][C:32]2[CH:31]=[CH:30][C:29](B(O)O)=[CH:28][C:27]=2[O:26]1, predict the reaction product. The product is: [O:26]1[C:27]2[CH:28]=[CH:29][C:30]([C:24]3[CH:2]=[C:3]([CH:21]=[CH:22][CH:23]=3)[CH2:4][N:5]3[C:10]4[C:11]5[CH:17]=[CH:16][CH:15]=[CH:14][C:12]=5[O:13][C:9]=4[C:8](=[O:18])[N:7]([OH:19])[C:6]3=[O:20])=[CH:31][C:32]=2[O:33][CH2:25]1. (2) Given the reactants Cl[C:2](Cl)([O:4]C(=O)OC(Cl)(Cl)Cl)Cl.C(O)(=O)C.[NH2:17][C:18]([C:21]1[CH:26]=[CH:25][C:24]([NH:27][C:28]([C:30]2[NH:31][CH:32]=[C:33]([C:35]#[N:36])[N:34]=2)=[O:29])=[C:23]([C:37]2[CH2:42][CH2:41][CH2:40][CH2:39][CH:38]=2)[CH:22]=1)([CH3:20])[CH3:19].CCN(C(C)C)C(C)C.[NH2:52][CH2:53][CH2:54][OH:55], predict the reaction product. The product is: [C:37]1([C:23]2[CH:22]=[C:21]([C:18]([NH:17][C:2]([NH:52][CH2:53][CH2:54][OH:55])=[O:4])([CH3:20])[CH3:19])[CH:26]=[CH:25][C:24]=2[NH:27][C:28]([C:30]2[NH:31][CH:32]=[C:33]([C:35]#[N:36])[N:34]=2)=[O:29])[CH2:42][CH2:41][CH2:40][CH2:39][CH:38]=1. (3) Given the reactants C([N:3]([CH2:15][CH3:16])[C:4](=O)[C:5]1[CH:10]=[CH:9][C:8](OC)=[CH:7][C:6]=1C)C.[Li]CCCC.C(#N)C1C=CC=CC=1, predict the reaction product. The product is: [CH:4]1[C:5]2[C:6](=[CH:7][CH:8]=[CH:9][CH:10]=2)[CH:16]=[CH:15][N:3]=1. (4) Given the reactants [NH2:1][C:2]1[N:6]([CH:7]2[CH2:12][CH2:11][CH2:10][N:9]([C:13]([O:15][CH2:16][C:17]3[CH:22]=[CH:21][CH:20]=[CH:19][CH:18]=3)=[O:14])[CH2:8]2)[N:5]=[C:4]([C:23]2[CH:28]=[CH:27][C:26](OC3C=CC=CC=3)=[CH:25][CH:24]=2)[C:3]=1[C:36]#[N:37].[I:38]C1C=C(C(OC)=C(C#N)C#N)C=CC=1.Cl.C(OC(N1CCCC(NN)C1)=O)C1C=CC=CC=1, predict the reaction product. The product is: [NH2:1][C:2]1[N:6]([CH:7]2[CH2:12][CH2:11][CH2:10][N:9]([C:13]([O:15][CH2:16][C:17]3[CH:22]=[CH:21][CH:20]=[CH:19][CH:18]=3)=[O:14])[CH2:8]2)[N:5]=[C:4]([C:23]2[CH:28]=[CH:27][CH:26]=[C:25]([I:38])[CH:24]=2)[C:3]=1[C:36]#[N:37]. (5) Given the reactants [CH3:1][C:2]1[C:3]([C:11]2[CH:16]=[CH:15][CH:14]=[CH:13][CH:12]=2)=[N:4][CH:5]=[C:6]([N+:8]([O-])=O)[CH:7]=1, predict the reaction product. The product is: [CH3:1][C:2]1[CH:7]=[C:6]([NH2:8])[CH:5]=[N:4][C:3]=1[C:11]1[CH:16]=[CH:15][CH:14]=[CH:13][CH:12]=1. (6) Given the reactants [Cl:1][C:2]1[CH:7]=[CH:6][C:5]([C:8]2[S:12][C:11]([N:13]=[C:14]=[O:15])=[N:10][C:9]=2[CH3:16])=[CH:4][C:3]=1[S:17]([CH3:20])(=[O:19])=[O:18].ClC1C=CC(C2SC(N)=NC=2C)=CC=1S(C)(=O)=O.[C:39]([Si:43]([C:55]1[CH:60]=[CH:59][CH:58]=[CH:57][CH:56]=1)([C:49]1[CH:54]=[CH:53][CH:52]=[CH:51][CH:50]=1)[O:44][CH:45]1[CH2:48][NH:47][CH2:46]1)([CH3:42])([CH3:41])[CH3:40], predict the reaction product. The product is: [Cl:1][C:2]1[CH:7]=[CH:6][C:5]([C:8]2[S:12][C:11]([NH:13][C:14]([N:47]3[CH2:46][CH:45]([O:44][Si:43]([C:39]([CH3:42])([CH3:41])[CH3:40])([C:55]4[CH:56]=[CH:57][CH:58]=[CH:59][CH:60]=4)[C:49]4[CH:54]=[CH:53][CH:52]=[CH:51][CH:50]=4)[CH2:48]3)=[O:15])=[N:10][C:9]=2[CH3:16])=[CH:4][C:3]=1[S:17]([CH3:20])(=[O:18])=[O:19].